Dataset: Forward reaction prediction with 1.9M reactions from USPTO patents (1976-2016). Task: Predict the product of the given reaction. (1) Given the reactants [O:1]=[C:2]1[N:6]([C:7]2[CH:12]=[CH:11][C:10]([N:13]3[CH2:18][CH2:17][O:16][CH2:15][C:14]3=[O:19])=[CH:9][CH:8]=2)[CH2:5][C@H:4]([CH2:20][NH:21][CH:22]=[O:23])[O:3]1.ClCCl.[N+](C1C=CC([C:36]2[CH:40]=[C:39]([Cl:41])[S:38][C:37]=2C([O-])=O)=CC=1)([O-])=O.[OH-].[Na+], predict the reaction product. The product is: [CH:11]1[C:10]([N:13]2[C:14](=[O:19])[CH2:15][O:16][CH2:17][CH2:18]2)=[CH:9][CH:8]=[C:7]([N:6]2[C:2](=[O:1])[O:3][C@@H:4]([CH2:20][NH:21][C:22]([C:37]3[S:38][C:39]([Cl:41])=[CH:40][CH:36]=3)=[O:23])[CH2:5]2)[CH:12]=1. (2) Given the reactants [NH2:1][C:2]1[CH:7]=[CH:6][C:5]([Cl:8])=[CH:4][C:3]=1[C:9]([C:11]1[CH:16]=[CH:15][CH:14]=[CH:13][C:12]=1[O:17][CH3:18])=[O:10].[OH-].[Na+].[CH2:21](Br)[CH:22]=[CH2:23], predict the reaction product. The product is: [CH2:23]([NH:1][C:2]1[CH:7]=[CH:6][C:5]([Cl:8])=[CH:4][C:3]=1[C:9]([C:11]1[CH:16]=[CH:15][CH:14]=[CH:13][C:12]=1[O:17][CH3:18])=[O:10])[CH:22]=[CH2:21]. (3) Given the reactants Br[C:2]1[CH:9]=[CH:8][C:5]([C:6]#[N:7])=[C:4]([F:10])[CH:3]=1.C(=O)([O-])[O-].[Cs+].[Cs+].CC1(C)C2C=CC=C(P(C3C=CC=CC=3)C3C=CC=CC=3)C=2OC2C1=CC=CC=2P(C1C=CC=CC=1)C1C=CC=CC=1.[CH3:59][O:60][C:61]1[CH:62]=[C:63]([C:67]2[C:79]3[C:78]4[C:73](=[CH:74][CH:75]=[CH:76][CH:77]=4)[NH:72][C:71]=3[CH:70]=[CH:69][CH:68]=2)[CH:64]=[N:65][CH:66]=1, predict the reaction product. The product is: [F:10][C:4]1[CH:3]=[C:2]([N:72]2[C:71]3[CH:70]=[CH:69][CH:68]=[C:67]([C:63]4[CH:64]=[N:65][CH:66]=[C:61]([O:60][CH3:59])[CH:62]=4)[C:79]=3[C:78]3[C:73]2=[CH:74][CH:75]=[CH:76][CH:77]=3)[CH:9]=[CH:8][C:5]=1[C:6]#[N:7]. (4) Given the reactants [C:1]([C:4]1[N:8]2[C:9]3[CH:16]=[C:15]([C:17]4[CH:22]=[CH:21][CH:20]=[CH:19][CH:18]=4)[C:14]([C:23]4[CH:28]=[CH:27][C:26]([C:29]5([NH:33]C(=O)OC(C)(C)C)[CH2:32][CH2:31][CH2:30]5)=[CH:25][CH:24]=4)=[N:13][C:10]=3[O:11][CH2:12][C:7]2=[N:6][N:5]=1)(=[O:3])[NH2:2].CO, predict the reaction product. The product is: [NH2:33][C:29]1([C:26]2[CH:27]=[CH:28][C:23]([C:14]3[C:15]([C:17]4[CH:18]=[CH:19][CH:20]=[CH:21][CH:22]=4)=[CH:16][C:9]4[N:8]5[C:4]([C:1]([NH2:2])=[O:3])=[N:5][N:6]=[C:7]5[CH2:12][O:11][C:10]=4[N:13]=3)=[CH:24][CH:25]=2)[CH2:30][CH2:31][CH2:32]1. (5) Given the reactants Cl[C:2]1[N:7]=[C:6]([NH:8][C@H:9]([CH:11]2[CH2:13][CH2:12]2)[CH3:10])[CH:5]=[N:4][CH:3]=1.C([O-])([O-])=O.[Cs+].[Cs+].[CH:20]([C:22]1[S:26][CH:25]=[C:24](B(O)O)[CH:23]=1)=[O:21], predict the reaction product. The product is: [CH:11]1([C@@H:9]([NH:8][C:6]2[N:7]=[C:2]([C:24]3[CH:23]=[C:22]([CH:20]=[O:21])[S:26][CH:25]=3)[CH:3]=[N:4][CH:5]=2)[CH3:10])[CH2:13][CH2:12]1. (6) Given the reactants [Li+].[F:2][C:3]([F:22])([F:21])[C:4]1[S:8][C:7]([N:9]2[CH2:14][CH2:13][N:12]([CH2:15][CH2:16][CH2:17][C:18]([O-:20])=O)[CH2:11][CH2:10]2)=[N:6][N:5]=1.F[P-](F)(F)(F)(F)F.CN(C)C(ON1C2C=CC=CC=2N=N1)=[N+](C)C.Cl.[N+:48]([C:51]1[CH:56]=[CH:55][C:54]([NH:57][CH:58]2[CH2:63][CH2:62][NH:61][CH2:60][CH2:59]2)=[CH:53][C:52]=1[C:64]([F:67])([F:66])[F:65])([O-:50])=[O:49].C(N(C(C)C)CC)(C)C.[O-2].[Al+3].[O-2].[O-2].[Al+3], predict the reaction product. The product is: [N+:48]([C:51]1[CH:56]=[CH:55][C:54]([NH:57][CH:58]2[CH2:59][CH2:60][N:61]([C:18](=[O:20])[CH2:17][CH2:16][CH2:15][N:12]3[CH2:11][CH2:10][N:9]([C:7]4[S:8][C:4]([C:3]([F:2])([F:22])[F:21])=[N:5][N:6]=4)[CH2:14][CH2:13]3)[CH2:62][CH2:63]2)=[CH:53][C:52]=1[C:64]([F:67])([F:65])[F:66])([O-:50])=[O:49]. (7) Given the reactants [Br:1][CH2:2][C@@:3]([OH:8])([CH3:7])[C:4](O)=[O:5].S(Cl)(Cl)=O.[N+:13]([C:16]1[CH:22]=[CH:21][C:19]([NH2:20])=[CH:18][C:17]=1[C:23]([F:26])([F:25])[F:24])([O-:15])=[O:14].C(N(CC)CC)C, predict the reaction product. The product is: [N+:13]([C:16]1[CH:22]=[CH:21][C:19]([NH:20][C:4](=[O:5])[C@:3]([OH:8])([CH3:7])[CH2:2][Br:1])=[CH:18][C:17]=1[C:23]([F:24])([F:25])[F:26])([O-:15])=[O:14]. (8) The product is: [Cl:24][C:25]1[CH:26]=[C:27]([C@@H:32]2[C@H:38]([CH:39]=[CH2:1])[O:37][CH2:36][CH2:35][N:34]([C:41]([O:43][C:44]([CH3:46])([CH3:47])[CH3:45])=[O:42])[CH2:33]2)[CH:28]=[CH:29][C:30]=1[Cl:31]. Given the reactants [C:1]1(P(C2C=CC=CC=2)C2C=CC=CC=2)C=CC=CC=1.CC(O)C.[Cl:24][C:25]1[CH:26]=[C:27]([C@@H:32]2[C@H:38]([CH:39]=O)[O:37][CH2:36][CH2:35][N:34]([C:41]([O:43][C:44]([CH3:47])([CH3:46])[CH3:45])=[O:42])[CH2:33]2)[CH:28]=[CH:29][C:30]=1[Cl:31].C[Si](C=[N+]=[N-])(C)C, predict the reaction product. (9) Given the reactants [N:1]1([C:6]2[CH:7]=[C:8]([CH:12]=[CH:13][CH:14]=2)[C:9]([OH:11])=O)[CH:5]=[CH:4][CH:3]=[CH:2]1.[N:15]1([CH2:21][CH2:22][O:23][C:24]2[C:33]3[C:28](=[CH:29][CH:30]=[CH:31][CH:32]=3)[C:27]([NH2:34])=[CH:26][CH:25]=2)[CH2:20][CH2:19][O:18][CH2:17][CH2:16]1, predict the reaction product. The product is: [N:15]1([CH2:21][CH2:22][O:23][C:24]2[C:33]3[C:28](=[CH:29][CH:30]=[CH:31][CH:32]=3)[C:27]([NH:34][C:9](=[O:11])[C:8]3[CH:12]=[CH:13][CH:14]=[C:6]([N:1]4[CH:2]=[CH:3][CH:4]=[CH:5]4)[CH:7]=3)=[CH:26][CH:25]=2)[CH2:20][CH2:19][O:18][CH2:17][CH2:16]1. (10) Given the reactants B(Br)(Br)Br.C[O:6][C:7]1[CH:12]=[CH:11][C:10]([CH2:13][C:14]([O:16][CH3:17])=[O:15])=[CH:9][C:8]=1[N+:18]([O-:20])=[O:19], predict the reaction product. The product is: [OH:6][C:7]1[CH:12]=[CH:11][C:10]([CH2:13][C:14]([O:16][CH3:17])=[O:15])=[CH:9][C:8]=1[N+:18]([O-:20])=[O:19].